This data is from Forward reaction prediction with 1.9M reactions from USPTO patents (1976-2016). The task is: Predict the product of the given reaction. Given the reactants N[C@@H:2]1[CH2:11][C:10]2[C:9]([C:12]([NH2:14])=[O:13])=[CH:8][CH:7]=[C:6]([F:15])[C:5]=2[O:4][CH2:3]1.C(OCC1CC(=O)C1)C1C=CC=CC=1.C([BH3-])#N.[Na+].C(O)(=O)C, predict the reaction product. The product is: [F:15][C:6]1[C:5]2[O:4][CH2:3][CH2:2][CH2:11][C:10]=2[C:9]([C:12]([NH2:14])=[O:13])=[CH:8][CH:7]=1.